From a dataset of Peptide-MHC class I binding affinity with 185,985 pairs from IEDB/IMGT. Regression. Given a peptide amino acid sequence and an MHC pseudo amino acid sequence, predict their binding affinity value. This is MHC class I binding data. (1) The peptide sequence is RMAWGGSYI. The MHC is HLA-A02:02 with pseudo-sequence HLA-A02:02. The binding affinity (normalized) is 0.444. (2) The peptide sequence is FVFKYAAAF. The MHC is Mamu-A2201 with pseudo-sequence Mamu-A2201. The binding affinity (normalized) is 0.385. (3) The peptide sequence is RAGFHPTARR. The MHC is Patr-A0301 with pseudo-sequence Patr-A0301. The binding affinity (normalized) is 0.329. (4) The peptide sequence is VLPRASHLDY. The MHC is Mamu-A01 with pseudo-sequence Mamu-A01. The binding affinity (normalized) is 0.339. (5) The peptide sequence is QRAAMAAQL. The MHC is HLA-B15:01 with pseudo-sequence HLA-B15:01. The binding affinity (normalized) is 0.569. (6) The peptide sequence is IAYVNHRFI. The MHC is H-2-Kb with pseudo-sequence H-2-Kb. The binding affinity (normalized) is 0.559.